From a dataset of Reaction yield outcomes from USPTO patents with 853,638 reactions. Predict the reaction yield, written as a fraction of the theoretical maximum amount of product (1.0 means a 100% yield; for example, 0.34 means a 34% yield). (1) The reactants are [CH:1]1[C:10]2[C:5](=[CH:6][CH:7]=[CH:8][CH:9]=2)[CH:4]=[CH:3][C:2]=1[C:11]1([C:17](O)=O)[CH2:16][CH2:15][CH2:14][CH2:13][CH2:12]1.[CH3:20][NH2:21]. No catalyst specified. The product is [CH3:20][NH:21][CH2:17][C:11]1([C:2]2[CH:3]=[CH:4][C:5]3[C:10](=[CH:9][CH:8]=[CH:7][CH:6]=3)[CH:1]=2)[CH2:16][CH2:15][CH2:14][CH2:13][CH2:12]1. The yield is 0.740. (2) The catalyst is C1COCC1.O. The reactants are CC1(C)CCCC(C)(C)N1.[Li]CCCC.[Cl:16][C:17]1[CH:22]=[CH:21][C:20]([CH3:23])=[CH:19][C:18]=1[F:24].CN([CH:28]=[O:29])C. The product is [Cl:16][C:17]1[C:18]([F:24])=[C:19]([C:20]([CH3:23])=[CH:21][CH:22]=1)[CH:28]=[O:29]. The yield is 0.0700. (3) The yield is 0.120. No catalyst specified. The product is [CH3:36][N:34]1[CH:35]=[C:31]([NH:30][C:27]2[N:26]=[C:25]3[N:21]([CH2:20][C:16]4[CH:17]=[CH:18][CH:19]=[C:14]([N:11]5[CH2:12][CH2:13][NH:8][CH2:9][CH2:10]5)[CH:15]=4)[N:22]=[CH:23][C:24]3=[CH:29][N:28]=2)[CH:32]=[N:33]1. The reactants are C(OC([N:8]1[CH2:13][CH2:12][N:11]([C:14]2[CH:19]=[CH:18][CH:17]=[C:16]([CH2:20][N:21]3[C:25]4=[N:26][C:27]([NH:30][C:31]5[CH:32]=[N:33][N:34]([CH3:36])[CH:35]=5)=[N:28][CH:29]=[C:24]4[CH:23]=[N:22]3)[CH:15]=2)[CH2:10][CH2:9]1)=O)(C)(C)C.C(O)(C(F)(F)F)=O.C(Cl)Cl. (4) The reactants are [O:1]1[CH:5]=[CH:4][CH:3]=[C:2]1[C:6]1[CH:17]=[C:16]([O:18][CH3:19])[CH:15]=[CH:14][C:7]=1[O:8][CH2:9][C:10](OC)=[O:11].[NH2:20][NH2:21]. The catalyst is CCO. The product is [O:1]1[CH:5]=[CH:4][CH:3]=[C:2]1[C:6]1[CH:17]=[C:16]([O:18][CH3:19])[CH:15]=[CH:14][C:7]=1[O:8][CH2:9][C:10]([NH:20][NH2:21])=[O:11]. The yield is 0.800. (5) The product is [CH3:15][O:14][C:12]1[CH:13]=[C:8]([C:7]2[N:20]([C:22]3[CH:23]=[CH:24][C:25]([S:28]([NH2:31])(=[O:30])=[O:29])=[CH:26][CH:27]=3)[N:21]=[C:4]([CH3:5])[N:6]=2)[CH:9]=[C:10]([O:16][CH3:17])[CH:11]=1. The catalyst is ClCCl.CO. The yield is 0.690. The reactants are C(O[C:4](=[N:6][C:7](=O)[C:8]1[CH:13]=[C:12]([O:14][CH3:15])[CH:11]=[C:10]([O:16][CH3:17])[CH:9]=1)[CH3:5])C.Cl.[NH:20]([C:22]1[CH:27]=[CH:26][C:25]([S:28]([NH2:31])(=[O:30])=[O:29])=[CH:24][CH:23]=1)[NH2:21].C(N(CC)CC)C.O. (6) The reactants are [F:1][C:2]1[CH:7]=[C:6]([F:8])[CH:5]=[CH:4][C:3]=1[N:9]1[CH:13]=[N:12][CH:11]=[N:10]1.C([Li])CCC.[Cl:19]C(Cl)(Cl)C(Cl)(Cl)Cl. The catalyst is C1COCC1. The product is [Cl:19][C:13]1[N:9]([C:3]2[CH:4]=[CH:5][C:6]([F:8])=[CH:7][C:2]=2[F:1])[N:10]=[CH:11][N:12]=1. The yield is 0.660. (7) The reactants are [CH2:1]1[C:4]2([CH2:42][O:41][C:7]3([CH2:12][CH2:11][CH:10]([N:13]4[C:18](=[O:19])[C:17]([CH2:20][C:21]5[CH:26]=[CH:25][C:24]([C:27]6[C:28]([C:33]#[N:34])=[CH:29][CH:30]=[CH:31][CH:32]=6)=[CH:23][CH:22]=5)=[C:16]([CH2:35][CH2:36][CH3:37])[N:15]5[N:38]=[CH:39][N:40]=[C:14]45)[CH2:9][CH2:8]3)[O:6][CH2:5]2)[CH2:3][CH2:2]1.C([BH3-])#N.[Na+].O1CCCC1. The catalyst is C(OCC)(=O)C. The product is [OH:41][CH2:42][C:4]1([CH2:5][O:6][C@H:7]2[CH2:12][CH2:11][C@H:10]([N:13]3[C:18](=[O:19])[C:17]([CH2:20][C:21]4[CH:22]=[CH:23][C:24]([C:27]5[C:28]([C:33]#[N:34])=[CH:29][CH:30]=[CH:31][CH:32]=5)=[CH:25][CH:26]=4)=[C:16]([CH2:35][CH2:36][CH3:37])[N:15]4[N:38]=[CH:39][N:40]=[C:14]34)[CH2:9][CH2:8]2)[CH2:3][CH2:2][CH2:1]1. The yield is 0.470. (8) The reactants are [Cl:1][C:2]1[CH:7]=[CH:6][C:5]([NH:8][C:9](=[O:14])[C:10]([CH3:13])([CH3:12])[CH3:11])=[CH:4][C:3]=1[C:15]([F:18])([F:17])[F:16].[Li]CCCC.[I:24]I. The catalyst is C1COCC1. The product is [Cl:1][C:2]1[CH:7]=[CH:6][C:5]([NH:8][C:9](=[O:14])[C:10]([CH3:11])([CH3:12])[CH3:13])=[C:4]([I:24])[C:3]=1[C:15]([F:16])([F:17])[F:18]. The yield is 0.620. (9) The reactants are [Cl:1][C:2]1[C:3]([F:23])=[C:4]([CH:20]=[CH:21][CH:22]=1)[CH2:5][C:6]1[C:7]([O:18][CH3:19])=[CH:8][C:9]([O:16][CH3:17])=[C:10]([CH:15]=1)[C:11]([O:13]C)=[O:12].[OH-].[Na+]. The catalyst is C(O)(C)C. The product is [Cl:1][C:2]1[C:3]([F:23])=[C:4]([CH:20]=[CH:21][CH:22]=1)[CH2:5][C:6]1[C:7]([O:18][CH3:19])=[CH:8][C:9]([O:16][CH3:17])=[C:10]([CH:15]=1)[C:11]([OH:13])=[O:12]. The yield is 0.810. (10) The reactants are [F:1][C:2]1[CH:9]=[CH:8][C:5]([CH:6]=O)=[CH:4][C:3]=1[O:10][CH3:11].C(O)(=O)[CH2:13][C:14]([OH:16])=[O:15].Cl. The catalyst is N1C=CC=CC=1.N1CCCCC1. The product is [F:1][C:2]1[CH:9]=[CH:8][C:5]([CH:6]=[CH:13][C:14]([OH:16])=[O:15])=[CH:4][C:3]=1[O:10][CH3:11]. The yield is 0.970.